From a dataset of Forward reaction prediction with 1.9M reactions from USPTO patents (1976-2016). Predict the product of the given reaction. (1) Given the reactants [F:1][CH:2]([F:39])[C:3]1[CH:7]=[C:6]([CH:8]([F:10])[F:9])[N:5]([CH2:11][C:12]([N:14]2[CH2:19][CH2:18][CH:17]([C:20]3[S:21][CH:22]=[C:23]([C:25]4[CH2:29][CH:28]([C:30]5[C:35]([F:36])=[CH:34][CH:33]=[C:32]([OH:37])[C:31]=5[F:38])[O:27][N:26]=4)[N:24]=3)[CH2:16][CH2:15]2)=[O:13])[N:4]=1.C(=O)([O-])[O-].[K+].[K+].[I-].[K+].Br[CH2:49][C:50]#[CH:51].[Cl-].[NH4+], predict the reaction product. The product is: [F:39][CH:2]([F:1])[C:3]1[CH:7]=[C:6]([CH:8]([F:9])[F:10])[N:5]([CH2:11][C:12]([N:14]2[CH2:15][CH2:16][CH:17]([C:20]3[S:21][CH:22]=[C:23]([C:25]4[CH2:29][CH:28]([C:30]5[C:35]([F:36])=[CH:34][CH:33]=[C:32]([O:37][CH2:51][C:50]#[CH:49])[C:31]=5[F:38])[O:27][N:26]=4)[N:24]=3)[CH2:18][CH2:19]2)=[O:13])[N:4]=1. (2) Given the reactants [CH2:1]([O:3][C:4]([N:6]1[CH2:11][CH2:10][CH:9]([C:12]2[C:20]3[C:15](=[CH:16][CH:17]=[C:18]([O:21][CH3:22])[CH:19]=3)[NH:14][CH:13]=2)[CH2:8][CH2:7]1)=[O:5])[CH3:2].[Cl:23][C:24]1[S:25][C:26]([CH2:29]Cl)=[CH:27][CH:28]=1, predict the reaction product. The product is: [CH2:1]([O:3][C:4]([N:6]1[CH2:11][CH2:10][CH:9]([C:12]2[C:20]3[C:15](=[CH:16][CH:17]=[C:18]([O:21][CH3:22])[CH:19]=3)[N:14]([CH2:29][C:26]3[S:25][C:24]([Cl:23])=[CH:28][CH:27]=3)[CH:13]=2)[CH2:8][CH2:7]1)=[O:5])[CH3:2]. (3) Given the reactants [OH:1][C:2]1[C:3]2[N:4]([C:9]([C:13]([NH:15][CH2:16][C:17]([NH:22]C(=O)OC(C)(C)C)([CH3:21])[CH2:18][CH2:19][CH3:20])=[O:14])=[C:10]([CH3:12])[N:11]=2)[CH:5]=[C:6]([CH3:8])[CH:7]=1.[Cl:30][C:31]1[CH:38]=[CH:37][CH:36]=[CH:35][C:32]=1[CH2:33]Cl.C(=O)([O-])[O-].[Cs+].[Cs+].[I-].[K+].Cl, predict the reaction product. The product is: [NH2:22][C:17]([CH3:21])([CH2:18][CH2:19][CH3:20])[CH2:16][NH:15][C:13]([C:9]1[N:4]2[CH:5]=[C:6]([CH3:8])[CH:7]=[C:2]([O:1][CH2:33][C:32]3[CH:35]=[CH:36][CH:37]=[CH:38][C:31]=3[Cl:30])[C:3]2=[N:11][C:10]=1[CH3:12])=[O:14]. (4) The product is: [Br:31][C:9]1[CH:10]=[C:11]2[C:15](=[CH:16][C:8]=1[Cl:7])[N:14]([CH2:17][O:18][CH2:19][CH2:20][Si:21]([CH3:24])([CH3:22])[CH3:23])[N:13]=[C:12]2[NH:25][C:26](=[O:30])[CH2:27][CH2:28][CH3:29]. Given the reactants N1C=CC=CC=1.[Cl:7][C:8]1[CH:16]=[C:15]2[C:11]([C:12]([NH:25][C:26](=[O:30])[CH2:27][CH2:28][CH3:29])=[N:13][N:14]2[CH2:17][O:18][CH2:19][CH2:20][Si:21]([CH3:24])([CH3:23])[CH3:22])=[CH:10][CH:9]=1.[Br:31]Br.S([O-])([O-])(=O)=O.[Na+].[Na+], predict the reaction product. (5) The product is: [CH3:1][O:2][C:3]1[CH:8]=[CH:7][CH:6]=[CH:5][C:4]=1[CH:9]1[CH2:15][CH:14]2[NH:16][CH:11]([CH2:12][CH2:13]2)[CH2:10]1. Given the reactants [CH3:1][O:2][C:3]1[CH:8]=[CH:7][CH:6]=[CH:5][C:4]=1[C:9]1[CH2:15][CH:14]2[NH:16][CH:11]([CH2:12][CH2:13]2)[CH:10]=1, predict the reaction product. (6) Given the reactants [Cl:1][C:2]1[C:3]([F:11])=[C:4]([CH:8]=[CH:9][CH:10]=1)[C:5]([OH:7])=O.[Cl-].ClC1N(C)C=C[N+]=1C.C(N(C(C)C)CC)(C)C.[Cl:30][C:31]1[CH:40]=[C:39]2[C:34]([C:35](=[O:67])[N:36]([NH:60][C:61]3[CH:66]=[CH:65][CH:64]=[CH:63][CH:62]=3)[C:37]([C@H:41]([NH:45][CH2:46][CH2:47][CH2:48][N:49]3[C:57](=[O:58])[C:56]4[C:51](=[CH:52][CH:53]=[CH:54][CH:55]=4)[C:50]3=[O:59])[CH2:42][C:43]#[CH:44])=[N:38]2)=[CH:33][CH:32]=1.C(=O)([O-])[O-].[Na+].[Na+], predict the reaction product. The product is: [Cl:1][C:2]1[C:3]([F:11])=[C:4]([CH:8]=[CH:9][CH:10]=1)[C:5]([N:45]([C@@H:41]([C:37]1[N:36]([NH:60][C:61]2[CH:66]=[CH:65][CH:64]=[CH:63][CH:62]=2)[C:35](=[O:67])[C:34]2[C:39](=[CH:40][C:31]([Cl:30])=[CH:32][CH:33]=2)[N:38]=1)[CH2:42][C:43]#[CH:44])[CH2:46][CH2:47][CH2:48][N:49]1[C:50](=[O:59])[C:51]2[C:56](=[CH:55][CH:54]=[CH:53][CH:52]=2)[C:57]1=[O:58])=[O:7]. (7) Given the reactants [CH2:1]([O:3][C:4](=[O:29])[C@H:5]([CH2:20][S:21][CH2:22][C:23]1[CH:28]=[CH:27][CH:26]=[CH:25][CH:24]=1)[NH:6][C:7](=[O:19])[C:8]([NH:11][C:12]([O:14]C(C)(C)C)=O)([CH3:10])[CH3:9])[CH3:2].[OH-].[Na+].Cl, predict the reaction product. The product is: [CH2:1]([O:3][C:4](=[O:29])[C@H:5]([CH2:20][S:21][CH2:22][C:23]1[CH:24]=[CH:25][CH:26]=[CH:27][CH:28]=1)[NH:6][C:7](=[O:19])[C:8]([NH:11][C:12](=[O:14])[C@@H:22]([SH:21])[CH:23]([CH3:28])[CH3:24])([CH3:9])[CH3:10])[CH3:2]. (8) The product is: [CH3:15][O:16][C:17]1[CH:22]=[C:21]([CH3:23])[C:20]([C:2]2[C:7]([NH2:8])=[CH:6][C:5]([N:9]3[CH2:14][CH2:13][O:12][CH2:11][CH2:10]3)=[CH:4][N:3]=2)=[C:19]([CH3:27])[CH:18]=1. Given the reactants Cl[C:2]1[C:7]([NH2:8])=[CH:6][C:5]([N:9]2[CH2:14][CH2:13][O:12][CH2:11][CH2:10]2)=[CH:4][N:3]=1.[CH3:15][O:16][C:17]1[CH:22]=[C:21]([CH3:23])[C:20](B(O)O)=[C:19]([CH3:27])[CH:18]=1.C1(P(C2CCCCC2)C2CCCCC2)CCCCC1.[O-]P([O-])([O-])=O.[K+].[K+].[K+], predict the reaction product.